This data is from Full USPTO retrosynthesis dataset with 1.9M reactions from patents (1976-2016). The task is: Predict the reactants needed to synthesize the given product. (1) The reactants are: [CH3:1][N:2]([CH3:6])[CH2:3][CH2:4][OH:5].[H-].[Na+].[NH:9]1[CH:13]=[CH:12][N:11]=[C:10]1[C:14]1[CH:15]=[CH:16][C:17]([CH3:38])=[C:18]([NH:20][C:21](=[O:37])[C:22]2[CH:27]=[CH:26][C:25]([O:28][CH2:29][C:30]3[CH:35]=[CH:34][CH:33]=[C:32](Br)[N:31]=3)=[CH:24][CH:23]=2)[CH:19]=1. Given the product [NH:9]1[CH:13]=[CH:12][N:11]=[C:10]1[C:14]1[CH:15]=[CH:16][C:17]([CH3:38])=[C:18]([NH:20][C:21](=[O:37])[C:22]2[CH:23]=[CH:24][C:25]([O:28][CH2:29][C:30]3[CH:35]=[CH:34][CH:33]=[C:32]([O:5][CH2:4][CH2:3][N:2]([CH3:6])[CH3:1])[N:31]=3)=[CH:26][CH:27]=2)[CH:19]=1, predict the reactants needed to synthesize it. (2) Given the product [CH3:36][C:29]1[CH:30]=[C:31]([O:35][S:45]([CH3:44])(=[O:47])=[O:46])[CH:32]=[C:33]([CH3:34])[C:28]=1[C:24]1[CH:25]=[CH:26][CH:27]=[C:22]([CH2:21][N:8]([S:9]([C:12]2[CH:17]=[CH:16][CH:15]=[CH:14][C:13]=2[N+:18]([O-:20])=[O:19])(=[O:10])=[O:11])[C:6]2[CH:5]=[CH:4][C:3]([CH2:37][CH2:38][C:39]([O:41][CH2:42][CH3:43])=[O:40])=[C:2]([F:1])[CH:7]=2)[CH:23]=1, predict the reactants needed to synthesize it. The reactants are: [F:1][C:2]1[CH:7]=[C:6]([N:8]([CH2:21][C:22]2[CH:23]=[C:24]([C:28]3[C:33]([CH3:34])=[CH:32][C:31]([OH:35])=[CH:30][C:29]=3[CH3:36])[CH:25]=[CH:26][CH:27]=2)[S:9]([C:12]2[CH:17]=[CH:16][CH:15]=[CH:14][C:13]=2[N+:18]([O-:20])=[O:19])(=[O:11])=[O:10])[CH:5]=[CH:4][C:3]=1[CH2:37][CH2:38][C:39]([O:41][CH2:42][CH3:43])=[O:40].[CH3:44][S:45](Cl)(=[O:47])=[O:46].O. (3) Given the product [F:44][C:41]([F:42])([F:43])[C:39]1[CH:40]=[C:35]([CH:36]=[C:37]([C:45]([F:46])([F:48])[F:47])[CH:38]=1)[CH2:34][N:26]1[C:27]([C:28]2[CH:29]=[N:30][CH:31]=[CH:32][CH:33]=2)=[C:23]([C:21]([C:14]2[N:13]([C:8]3[CH:9]=[CH:10][CH:11]=[CH:12][C:7]=3[Cl:6])[CH:17]=[CH:16][N:15]=2)=[O:22])[N:24]=[N:25]1, predict the reactants needed to synthesize it. The reactants are: [Li]CCCC.[Cl:6][C:7]1[CH:12]=[CH:11][CH:10]=[CH:9][C:8]=1[N:13]1[CH:17]=[CH:16][N:15]=[CH:14]1.CON(C)[C:21]([C:23]1[N:24]=[N:25][N:26]([CH2:34][C:35]2[CH:40]=[C:39]([C:41]([F:44])([F:43])[F:42])[CH:38]=[C:37]([C:45]([F:48])([F:47])[F:46])[CH:36]=2)[C:27]=1[C:28]1[CH:29]=[N:30][CH:31]=[CH:32][CH:33]=1)=[O:22].Cl.